From a dataset of Forward reaction prediction with 1.9M reactions from USPTO patents (1976-2016). Predict the product of the given reaction. (1) Given the reactants [CH:1]1([CH2:4][O:5][C:6]2[CH:7]=[C:8]([CH:37]=[CH:38][CH:39]=2)[O:9][C:10]2[CH:15]=[CH:14][C:13]([NH:16][C:17]3[C:18]4[N:25]([CH2:26][CH2:27][NH:28]C(=O)OC(C)(C)C)[CH:24]=[CH:23][C:19]=4[N:20]=[CH:21][N:22]=3)=[CH:12][C:11]=2[CH3:36])[CH2:3][CH2:2]1.[ClH:40], predict the reaction product. The product is: [ClH:40].[ClH:40].[NH2:28][CH2:27][CH2:26][N:25]1[C:18]2[C:17]([NH:16][C:13]3[CH:14]=[CH:15][C:10]([O:9][C:8]4[CH:37]=[CH:38][CH:39]=[C:6]([O:5][CH2:4][CH:1]5[CH2:3][CH2:2]5)[CH:7]=4)=[C:11]([CH3:36])[CH:12]=3)=[N:22][CH:21]=[N:20][C:19]=2[CH:23]=[CH:24]1. (2) Given the reactants [CH2:1]([O:5][C:6]([NH:8][C@@H:9]([C:13]([CH3:16])([CH3:15])[CH3:14])[C:10]([OH:12])=O)=[O:7])[CH2:2][CH:3]=[CH2:4].CCN(C(C)C)C(C)C.CN(C(ON1N=NC2C=CC=NC1=2)=[N+](C)C)C.F[P-](F)(F)(F)(F)F.[CH3:50][O:51][C@:52]1([C:61]2[CH:66]=[CH:65][C:64]([C:67]3[CH:72]=[CH:71][CH:70]=[CH:69][CH:68]=3)=[C:63]([CH:73]=[CH2:74])[CH:62]=2)[CH2:56][NH:55][C@H:54]([C:57]([O:59][CH3:60])=[O:58])[CH2:53]1, predict the reaction product. The product is: [CH2:1]([O:5][C:6]([NH:8][C@@H:9]([C:13]([CH3:16])([CH3:15])[CH3:14])[C:10]([N:55]1[CH2:56][C@:52]([O:51][CH3:50])([C:61]2[CH:66]=[CH:65][C:64]([C:67]3[CH:72]=[CH:71][CH:70]=[CH:69][CH:68]=3)=[C:63]([CH:73]=[CH2:74])[CH:62]=2)[CH2:53][C@H:54]1[C:57]([O:59][CH3:60])=[O:58])=[O:12])=[O:7])[CH2:2][CH:3]=[CH2:4]. (3) The product is: [C:29]([C:28]1[CH:27]=[CH:26][C:25]([CH:8]2[N:9]([CH2:40][C:41]([O:43][C:44]([CH3:47])([CH3:46])[CH3:45])=[O:42])[C:10](=[O:24])[N:11]([C:14]3[CH:19]=[CH:18][CH:17]=[C:16]([C:20]([F:22])([F:23])[F:21])[CH:15]=3)[C:12]([CH3:13])=[C:7]2[C:5]([CH:1]2[CH2:4][CH2:3][CH2:2]2)=[O:6])=[CH:32][CH:31]=1)#[N:30]. Given the reactants [CH:1]1([C:5]([C:7]2[CH:8]([C:25]3[CH:32]=[CH:31][C:28]([C:29]#[N:30])=[CH:27][CH:26]=3)[NH:9][C:10](=[O:24])[N:11]([C:14]3[CH:19]=[CH:18][CH:17]=[C:16]([C:20]([F:23])([F:22])[F:21])[CH:15]=3)[C:12]=2[CH3:13])=[O:6])[CH2:4][CH2:3][CH2:2]1.C(=O)([O-])[O-].[K+].[K+].Br[CH2:40][C:41]([O:43][C:44]([CH3:47])([CH3:46])[CH3:45])=[O:42], predict the reaction product. (4) Given the reactants CN(C(ON1N=NC2C=CC=NC1=2)=[N+](C)C)C.F[P-](F)(F)(F)(F)F.CCN(C(C)C)C(C)C.[OH:34][C@H:35]([C:55]1[CH:60]=[CH:59][C:58]([O:61][CH3:62])=[CH:57][CH:56]=1)[C@H:36]([NH:40][C:41](=[O:54])[C@@H:42]([NH:44][C:45](=[O:53])[CH2:46][N:47]1[CH2:52][CH2:51][O:50][CH2:49][CH2:48]1)[CH3:43])[C:37](O)=[O:38].[NH2:63][C@@H:64]([CH2:71][CH:72]1[CH2:76][CH2:75][CH2:74][CH2:73]1)[C:65]([C@@:67]1([CH3:70])[CH2:69][O:68]1)=[O:66], predict the reaction product. The product is: [CH:72]1([CH2:71][C@H:64]([NH:63][C:37](=[O:38])[C@@H:36]([NH:40][C:41](=[O:54])[C@@H:42]([NH:44][C:45](=[O:53])[CH2:46][N:47]2[CH2:52][CH2:51][O:50][CH2:49][CH2:48]2)[CH3:43])[C@H:35]([OH:34])[C:55]2[CH:60]=[CH:59][C:58]([O:61][CH3:62])=[CH:57][CH:56]=2)[C:65]([C@@:67]2([CH3:70])[CH2:69][O:68]2)=[O:66])[CH2:73][CH2:74][CH2:75][CH2:76]1. (5) Given the reactants BrC1C=C2[C:8](=[CH:9][CH:10]=1)[N:7](S(C1C=CC=CC=1)(=O)=O)C(C(OCC)=O)=C2S(Cl)(=O)=O.[Cl:29][C:30]1[CH:31]=[C:32]2[C:36](=[CH:37][CH:38]=1)[N:35](S(C1C=CC=CC=1)(=O)=O)[C:34]([C:48]([O:50]CC)=O)=[C:33]2[S:53](Cl)(=[O:55])=[O:54].[NH:57]1CCOCC1.N1CCC1, predict the reaction product. The product is: [N:7]1([S:53]([C:33]2[C:32]3[C:36](=[CH:37][CH:38]=[C:30]([Cl:29])[CH:31]=3)[NH:35][C:34]=2[C:48]([NH2:57])=[O:50])(=[O:54])=[O:55])[CH2:8][CH2:9][CH2:10]1.